Predict the reactants needed to synthesize the given product. From a dataset of Full USPTO retrosynthesis dataset with 1.9M reactions from patents (1976-2016). (1) Given the product [F:13][C:14]1[CH:15]=[C:16]([CH:17]([C:4]2[N:3]([CH3:7])[C:2]([Cl:1])=[N:6][CH:5]=2)[OH:18])[CH:19]=[CH:20][CH:21]=1, predict the reactants needed to synthesize it. The reactants are: [Cl:1][C:2]1[N:3]([CH3:7])[CH:4]=[CH:5][N:6]=1.[Li]CCCC.[F:13][C:14]1[CH:15]=[C:16]([CH:19]=[CH:20][CH:21]=1)[CH:17]=[O:18]. (2) Given the product [C:1]1([C:7](=[N:14][C:15]([CH2:43][CH2:44][CH2:45][CH2:46][B:47]2[O:51][C:50]([CH3:53])([CH3:52])[C:49]([CH3:54])([CH3:55])[O:48]2)([CH2:23][CH2:24][CH:25]=[CH2:26])[C:16]([O:18][C:19]([CH3:20])([CH3:21])[CH3:22])=[O:17])[C:8]2[CH:9]=[CH:10][CH:11]=[CH:12][CH:13]=2)[CH:2]=[CH:3][CH:4]=[CH:5][CH:6]=1, predict the reactants needed to synthesize it. The reactants are: [C:1]1([C:7](=[N:14][CH:15]([CH2:23][CH2:24][CH:25]=[CH2:26])[C:16]([O:18][C:19]([CH3:22])([CH3:21])[CH3:20])=[O:17])[C:8]2[CH:13]=[CH:12][CH:11]=[CH:10][CH:9]=2)[CH:6]=[CH:5][CH:4]=[CH:3][CH:2]=1.C1COCC1.C[Si]([N-][Si](C)(C)C)(C)C.[Na+].I[CH2:43][CH2:44][CH2:45][CH2:46][B:47]1[O:51][C:50]([CH3:53])([CH3:52])[C:49]([CH3:55])([CH3:54])[O:48]1. (3) Given the product [F:26][C:23]([F:24])([F:25])[C:21]1[CH:20]=[C:11]([CH:10]=[C:9]([C:8]([F:7])([F:27])[F:28])[CH:22]=1)[CH2:12][N:13]([CH2:30][C:31]1[CH:36]=[C:35]([C:37]([F:38])([F:39])[F:40])[CH:34]=[CH:33][C:32]=1[C:41]1[CH:46]=[C:45]([CH:47]([CH3:49])[CH3:48])[C:44]([F:50])=[CH:43][C:42]=1[O:51][CH3:52])[C:14]1[CH:18]=[C:17]([CH3:19])[O:16][N:15]=1, predict the reactants needed to synthesize it. The reactants are: CC(C)([O-])C.[K+].[F:7][C:8]([F:28])([F:27])[C:9]1[CH:10]=[C:11]([CH:20]=[C:21]([C:23]([F:26])([F:25])[F:24])[CH:22]=1)[CH2:12][NH:13][C:14]1[CH:18]=[C:17]([CH3:19])[O:16][N:15]=1.Br[CH2:30][C:31]1[CH:36]=[C:35]([C:37]([F:40])([F:39])[F:38])[CH:34]=[CH:33][C:32]=1[C:41]1[CH:46]=[C:45]([CH:47]([CH3:49])[CH3:48])[C:44]([F:50])=[CH:43][C:42]=1[O:51][CH3:52]. (4) The reactants are: C([Li])CCC.CCCCCC.[CH3:12][N:13]1[C:17]([C:18](=[O:20])[CH3:19])=[CH:16][CH:15]=[N:14]1.[F:21][C:22]1[CH:27]=[C:26]([F:28])[CH:25]=[CH:24][C:23]=1/[C:29](=[N:31]/[S@@:32]([C:34]([CH3:37])([CH3:36])[CH3:35])=[O:33])/[CH3:30]. Given the product [F:21][C:22]1[CH:27]=[C:26]([F:28])[CH:25]=[CH:24][C:23]=1[C@@:29]([NH:31][S@@:32]([C:34]([CH3:35])([CH3:37])[CH3:36])=[O:33])([CH2:19][C:18]([C:17]1[N:13]([CH3:12])[N:14]=[CH:15][CH:16]=1)=[O:20])[CH3:30], predict the reactants needed to synthesize it. (5) Given the product [ClH:31].[ClH:31].[NH2:22][CH:19]1[CH2:18][CH2:17][N:16]([CH2:15][C@H:14]2[N:9]3[C:10]4[C:11](=[C:2]([F:1])[CH:3]=[N:4][C:5]=4[CH:6]=[CH:7][C:8]3=[O:30])[O:12][CH2:13]2)[CH2:21][CH2:20]1, predict the reactants needed to synthesize it. The reactants are: [F:1][C:2]1[CH:3]=[N:4][C:5]2[CH:6]=[CH:7][C:8](=[O:30])[N:9]3[C@H:14]([CH2:15][N:16]4[CH2:21][CH2:20][CH:19]([NH:22]C(=O)OC(C)(C)C)[CH2:18][CH2:17]4)[CH2:13][O:12][C:11]=1[C:10]=23.[ClH:31].